This data is from Reaction yield outcomes from USPTO patents with 853,638 reactions. The task is: Predict the reaction yield, written as a fraction of the theoretical maximum amount of product (1.0 means a 100% yield; for example, 0.34 means a 34% yield). (1) The reactants are [C:1]([O:5][C:6](=[O:18])[NH:7][C@@H:8]([C:10]1[CH:15]=[CH:14][C:13](Br)=[CH:12][C:11]=1[F:17])[CH3:9])([CH3:4])([CH3:3])[CH3:2].[B:19]1([B:19]2[O:23][C:22]([CH3:25])([CH3:24])[C:21]([CH3:27])([CH3:26])[O:20]2)[O:23][C:22]([CH3:25])([CH3:24])[C:21]([CH3:27])([CH3:26])[O:20]1.C(Cl)Cl.C([O-])(=O)C.[K+]. The catalyst is CS(C)=O.C1C=CC(P(C2C=CC=CC=2)[C-]2C=CC=C2)=CC=1.C1C=CC(P(C2C=CC=CC=2)[C-]2C=CC=C2)=CC=1.Cl[Pd]Cl.[Fe+2].O. The product is [C:1]([O:5][C:6](=[O:18])[NH:7][C@@H:8]([C:10]1[CH:15]=[CH:14][C:13]([B:19]2[O:23][C:22]([CH3:25])([CH3:24])[C:21]([CH3:27])([CH3:26])[O:20]2)=[CH:12][C:11]=1[F:17])[CH3:9])([CH3:4])([CH3:3])[CH3:2]. The yield is 0.950. (2) The reactants are BrC1C=C[C:5](NCC(OC)=O)=[N:6]C=1.[Cl:14][C:15]1[CH:23]=[C:22]2[C:18]([C:19]([CH:25]=O)=[CH:20][N:21]2[CH3:24])=[CH:17][CH:16]=1.CN1C2C(=CC=CC=2)C(C)=C1C=O. No catalyst specified. The product is [Cl:14][C:15]1[CH:23]=[C:22]2[C:18]([C:19]([CH2:25][NH:6][CH3:5])=[CH:20][N:21]2[CH3:24])=[CH:17][CH:16]=1. The yield is 0.930. (3) The reactants are [CH2:1]([O:19][C@H:20]1[C@@H:24]([O:25][CH2:26][CH2:27][CH2:28][CH2:29][CH2:30][CH2:31][CH2:32][CH2:33][CH2:34][CH2:35][CH2:36][CH2:37][CH2:38][CH2:39][CH2:40][CH2:41][CH2:42][CH3:43])[CH2:23][N:22](C(OCC2C=CC=CC=2)=O)[CH2:21]1)[CH2:2][CH2:3][CH2:4][CH2:5][CH2:6][CH2:7][CH2:8][CH2:9][CH2:10][CH2:11][CH2:12][CH2:13][CH2:14][CH2:15][CH2:16][CH2:17][CH3:18].C(OCC)(=O)C. The catalyst is [Pd].O1CCCC1. The product is [CH2:1]([O:19][C@H:20]1[C@@H:24]([O:25][CH2:26][CH2:27][CH2:28][CH2:29][CH2:30][CH2:31][CH2:32][CH2:33][CH2:34][CH2:35][CH2:36][CH2:37][CH2:38][CH2:39][CH2:40][CH2:41][CH2:42][CH3:43])[CH2:23][NH:22][CH2:21]1)[CH2:2][CH2:3][CH2:4][CH2:5][CH2:6][CH2:7][CH2:8][CH2:9][CH2:10][CH2:11][CH2:12][CH2:13][CH2:14][CH2:15][CH2:16][CH2:17][CH3:18]. The yield is 1.00. (4) The reactants are Br[CH2:2][C:3]([C:5]1[CH:10]=[CH:9][CH:8]=[CH:7][C:6]=1[OH:11])=O.[F:12][C:13]1[CH:33]=[CH:32][C:16]([CH2:17][O:18][CH2:19][C:20]([NH:22][CH2:23][CH2:24][CH2:25][CH2:26][CH2:27][NH:28][C:29]([NH2:31])=[S:30])=[O:21])=[CH:15][CH:14]=1. The catalyst is CO. The product is [F:12][C:13]1[CH:33]=[CH:32][C:16]([CH2:17][O:18][CH2:19][C:20]([NH:22][CH2:23][CH2:24][CH2:25][CH2:26][CH2:27][NH:28][C:29]2[S:30][C:3]([C:5]3[CH:10]=[CH:9][CH:8]=[CH:7][C:6]=3[OH:11])=[CH:2][N:31]=2)=[O:21])=[CH:15][CH:14]=1. The yield is 0.110. (5) The reactants are [OH:1][C:2]1[C:11]2[C:6](=[CH:7][CH:8]=[CH:9][CH:10]=2)[N:5]=[CH:4][C:3]=1[C:12]([OH:14])=O.CN(C(ON1N=NC2C=CC=NC1=2)=[N+](C)C)C.F[P-](F)(F)(F)(F)F.CCN(C(C)C)C(C)C.[NH2:48][C:49]1[CH:54]=[CH:53][CH:52]=[CH:51][CH:50]=1. The catalyst is CN(C=O)C. The product is [O:1]=[C:2]1[C:11]2[C:6](=[CH:7][CH:8]=[CH:9][CH:10]=2)[NH:5][CH:4]=[C:3]1[C:12]([NH:48][C:49]1[CH:54]=[CH:53][CH:52]=[CH:51][CH:50]=1)=[O:14]. The yield is 0.450. (6) The catalyst is CCOCC. The yield is 0.600. The product is [C:11]([O:15][C:16]([N:1]1[C:9]2[C:4](=[CH:5][C:6]([OH:10])=[CH:7][CH:8]=2)[CH2:3][CH2:2]1)=[O:17])([CH3:14])([CH3:13])[CH3:12]. The reactants are [NH:1]1[C:9]2[C:4](=[CH:5][C:6]([OH:10])=[CH:7][CH:8]=2)[CH2:3][CH2:2]1.[C:11]([O:15][C:16](O[C:16]([O:15][C:11]([CH3:14])([CH3:13])[CH3:12])=[O:17])=[O:17])([CH3:14])([CH3:13])[CH3:12].C(Cl)(Cl)Cl.C(=O)(O)[O-].[Na+]. (7) The reactants are [Cl:1][C:2]1[N:3]=[N:4][CH:5]=[C:6](Cl)[C:7]=1[Cl:8].Cl.[F:11][C:12]1[CH:17]=[CH:16][C:15]([CH:18]2[CH2:20][CH:19]2[CH2:21][NH2:22])=[CH:14][CH:13]=1.C(=O)([O-])[O-].[K+].[K+]. The catalyst is C(#N)C. The product is [Cl:8][C:7]1[C:6]([NH:22][CH2:21][CH:19]2[CH2:20][CH:18]2[C:15]2[CH:14]=[CH:13][C:12]([F:11])=[CH:17][CH:16]=2)=[CH:5][N:4]=[N:3][C:2]=1[Cl:1]. The yield is 0.900. (8) The reactants are Cl[C:2]1[N:7]=[C:6]([C:8]2[N:12]3[CH:13]=[CH:14][CH:15]=[CH:16][C:11]3=[N:10][C:9]=2[C:17]2[CH:18]=[C:19]([CH:31]=[CH:32][CH:33]=2)[C:20]([NH:22][C:23]2[C:28]([F:29])=[CH:27][CH:26]=[CH:25][C:24]=2[F:30])=[O:21])[CH:5]=[CH:4][N:3]=1.[CH3:34][O:35][C:36]1[CH:42]=[C:41]([N:43]2[CH2:48][CH2:47][CH:46]([N:49]3[CH2:54][CH2:53][N:52]([CH2:55][CH2:56][S:57]([CH3:60])(=[O:59])=[O:58])[CH2:51][CH2:50]3)[CH2:45][CH2:44]2)[CH:40]=[CH:39][C:37]=1[NH2:38].C1(C)C=CC(S(O)(=O)=O)=CC=1. The catalyst is CC(O)C. The product is [F:30][C:24]1[CH:25]=[CH:26][CH:27]=[C:28]([F:29])[C:23]=1[NH:22][C:20](=[O:21])[C:19]1[CH:31]=[CH:32][CH:33]=[C:17]([C:9]2[N:10]=[C:11]3[CH:16]=[CH:15][CH:14]=[CH:13][N:12]3[C:8]=2[C:6]2[CH:5]=[CH:4][N:3]=[C:2]([NH:38][C:37]3[CH:39]=[CH:40][C:41]([N:43]4[CH2:44][CH2:45][CH:46]([N:49]5[CH2:50][CH2:51][N:52]([CH2:55][CH2:56][S:57]([CH3:60])(=[O:59])=[O:58])[CH2:53][CH2:54]5)[CH2:47][CH2:48]4)=[CH:42][C:36]=3[O:35][CH3:34])[N:7]=2)[CH:18]=1. The yield is 0.640. (9) The reactants are [NH2:1][CH2:2][C:3]1[N:8]=[C:7]([C:9]2[S:13][C:12]([N:14]3[CH2:19][CH2:18][O:17][CH2:16][CH2:15]3)=[N:11][C:10]=2[C:20]2[C:21]([F:38])=[C:22]([NH:26][S:27]([C:30]3[CH:35]=[C:34]([F:36])[CH:33]=[CH:32][C:31]=3[F:37])(=[O:29])=[O:28])[CH:23]=[CH:24][CH:25]=2)[CH:6]=[CH:5][N:4]=1.C(N(CC)CC)C.[CH:46]1([C:51](Cl)=[O:52])[CH2:50][CH2:49][CH2:48][CH2:47]1. The catalyst is ClCCl. The product is [F:37][C:31]1[CH:32]=[CH:33][C:34]([F:36])=[CH:35][C:30]=1[S:27]([NH:26][C:22]1[C:21]([F:38])=[C:20]([C:10]2[N:11]=[C:12]([N:14]3[CH2:19][CH2:18][O:17][CH2:16][CH2:15]3)[S:13][C:9]=2[C:7]2[CH:6]=[CH:5][N:4]=[C:3]([CH2:2][NH:1][C:51]([CH:46]3[CH2:50][CH2:49][CH2:48][CH2:47]3)=[O:52])[N:8]=2)[CH:25]=[CH:24][CH:23]=1)(=[O:28])=[O:29]. The yield is 0.250.